From a dataset of Peptide-MHC class I binding affinity with 185,985 pairs from IEDB/IMGT. Regression. Given a peptide amino acid sequence and an MHC pseudo amino acid sequence, predict their binding affinity value. This is MHC class I binding data. (1) The peptide sequence is LSYRNKPSI. The MHC is HLA-A03:01 with pseudo-sequence HLA-A03:01. The binding affinity (normalized) is 0. (2) The peptide sequence is ATDALMTGY. The MHC is HLA-A11:01 with pseudo-sequence HLA-A11:01. The binding affinity (normalized) is 0.725. (3) The peptide sequence is YTVKYPVL. The MHC is H-2-Kb with pseudo-sequence H-2-Kb. The binding affinity (normalized) is 0.453. (4) The peptide sequence is FIVYGRSNA. The binding affinity (normalized) is 0.454. The MHC is HLA-A02:03 with pseudo-sequence HLA-A02:03. (5) The peptide sequence is SQILPDPLK. The MHC is HLA-A33:01 with pseudo-sequence HLA-A33:01. The binding affinity (normalized) is 0.